Dataset: Forward reaction prediction with 1.9M reactions from USPTO patents (1976-2016). Task: Predict the product of the given reaction. (1) Given the reactants C([O:3][C:4](=[O:45])[CH2:5][N:6]([S:33]([N:36]1[C:44]2[C:39](=[CH:40][CH:41]=[CH:42][CH:43]=2)[CH2:38][CH2:37]1)(=[O:35])=[O:34])[CH2:7][C:8]1[CH:13]=[CH:12][CH:11]=[C:10]([O:14][CH2:15][CH2:16][C:17]2[N:18]=[C:19]([C:23]3[CH:28]=[CH:27][C:26]([C:29]([F:32])([F:31])[F:30])=[CH:25][CH:24]=3)[O:20][C:21]=2[CH3:22])[CH:9]=1)C.O.[OH-].[Li+], predict the reaction product. The product is: [N:36]1([S:33]([N:6]([CH2:5][C:4]([OH:45])=[O:3])[CH2:7][C:8]2[CH:13]=[CH:12][CH:11]=[C:10]([O:14][CH2:15][CH2:16][C:17]3[N:18]=[C:19]([C:23]4[CH:24]=[CH:25][C:26]([C:29]([F:30])([F:31])[F:32])=[CH:27][CH:28]=4)[O:20][C:21]=3[CH3:22])[CH:9]=2)(=[O:35])=[O:34])[C:44]2[C:39](=[CH:40][CH:41]=[CH:42][CH:43]=2)[CH2:38][CH2:37]1. (2) Given the reactants [F:1][C:2]([F:21])([F:20])[C:3]1[CH:8]=[CH:7][C:6]([C:9]([C:11]2[CH:19]=[CH:18][C:14]([C:15](Cl)=[O:16])=[CH:13][CH:12]=2)=[O:10])=[CH:5][CH:4]=1.[CH3:22][C@H:23]1[CH2:28][N:27]([CH2:29][C:30]2[CH:35]=[CH:34][C:33]([NH:36][CH3:37])=[CH:32][CH:31]=2)[CH2:26][CH2:25][N:24]1[C:38]([O:40][C:41]([CH3:44])([CH3:43])[CH3:42])=[O:39].C(N(CC)CC)C, predict the reaction product. The product is: [CH3:22][C@H:23]1[CH2:28][N:27]([CH2:29][C:30]2[CH:35]=[CH:34][C:33]([N:36]([CH3:37])[C:15]([C:14]3[CH:18]=[CH:19][C:11]([C:9]([C:6]4[CH:7]=[CH:8][C:3]([C:2]([F:21])([F:20])[F:1])=[CH:4][CH:5]=4)=[O:10])=[CH:12][CH:13]=3)=[O:16])=[CH:32][CH:31]=2)[CH2:26][CH2:25][N:24]1[C:38]([O:40][C:41]([CH3:42])([CH3:44])[CH3:43])=[O:39].